This data is from Peptide-MHC class I binding affinity with 185,985 pairs from IEDB/IMGT. The task is: Regression. Given a peptide amino acid sequence and an MHC pseudo amino acid sequence, predict their binding affinity value. This is MHC class I binding data. (1) The peptide sequence is QSVLCVKKFY. The MHC is HLA-A11:01 with pseudo-sequence HLA-A11:01. The binding affinity (normalized) is 0.123. (2) The peptide sequence is RRYDKLMSF. The MHC is HLA-B08:01 with pseudo-sequence HLA-B08:01. The binding affinity (normalized) is 0.0847. (3) The peptide sequence is SVIEKMEAL. The binding affinity (normalized) is 0.637. The MHC is HLA-A26:01 with pseudo-sequence HLA-A26:01.